From a dataset of CYP2C9 inhibition data for predicting drug metabolism from PubChem BioAssay. Regression/Classification. Given a drug SMILES string, predict its absorption, distribution, metabolism, or excretion properties. Task type varies by dataset: regression for continuous measurements (e.g., permeability, clearance, half-life) or binary classification for categorical outcomes (e.g., BBB penetration, CYP inhibition). Dataset: cyp2c9_veith. (1) The drug is CCN(CCCl)Cc1ccccc1Br. The result is 0 (non-inhibitor). (2) The compound is COC(=O)[C@@]1(Cc2ccc(OC)cc2)[C@H]2c3cc(C(=O)N(C)C)n(Cc4ccc(C)c(F)c4F)c3C[C@H]2CN1C(=O)c1ccccc1. The result is 1 (inhibitor). (3) The compound is COC(=O)c1ccc(NC(=S)N2CCN(Cc3cccc(C)c3)CC2)cc1. The result is 1 (inhibitor). (4) The molecule is CC1(C)CCC(NC(=O)[C@H](N)CCC(=O)O)CC1. The result is 0 (non-inhibitor). (5) The molecule is O=C(O)CSSCC(=O)O. The result is 0 (non-inhibitor). (6) The molecule is COC(=O)N1CCC2(CCN(C(=O)Nc3ccccc3)CC2)CC1. The result is 0 (non-inhibitor). (7) The compound is CC(=O)ON(C(C)=O)S(=O)(=O)c1ccc(Cl)cc1. The result is 0 (non-inhibitor).